Dataset: Reaction yield outcomes from USPTO patents with 853,638 reactions. Task: Predict the reaction yield, written as a fraction of the theoretical maximum amount of product (1.0 means a 100% yield; for example, 0.34 means a 34% yield). (1) The yield is 0.980. The reactants are FC(F)(F)C(O)=O.C(OC([N:15]1[CH2:20][C:19](=[O:21])[N:18]([C:22]2[CH:27]=[CH:26][CH:25]=[CH:24][C:23]=2[Cl:28])[CH2:17][C:16]1([CH3:30])[CH3:29])=O)(C)(C)C. The product is [Cl:28][C:23]1[CH:24]=[CH:25][CH:26]=[CH:27][C:22]=1[N:18]1[CH2:17][C:16]([CH3:29])([CH3:30])[NH:15][CH2:20][C:19]1=[O:21]. The catalyst is C(Cl)Cl. (2) The reactants are [S:1]1[C:5]([CH2:6][O:7][C:8]([NH:10][C@H:11]([CH2:33][C:34]2[CH:39]=[CH:38][CH:37]=[CH:36][CH:35]=2)[CH2:12][NH:13][CH2:14][C@@H:15]([NH:23][C:24]([O:26][CH2:27][C:28]2[S:32][CH:31]=[N:30][CH:29]=2)=[O:25])[CH2:16][C:17]2[CH:22]=[CH:21][CH:20]=[CH:19][CH:18]=2)=[O:9])=[CH:4][N:3]=[CH:2]1.C(N(CC)CC)C.[C:47](Cl)(=[O:54])[C:48]1[CH:53]=[CH:52][CH:51]=[CH:50][CH:49]=1.C(OCC)(=O)C. The catalyst is ClCCCl. The product is [C:47]([N:13]([CH2:14][C@H:15]([NH:23][C:24]([O:26][CH2:27][C:28]1[S:32][CH:31]=[N:30][CH:29]=1)=[O:25])[CH2:16][C:17]1[CH:18]=[CH:19][CH:20]=[CH:21][CH:22]=1)[CH2:12][C@@H:11]([NH:10][C:8]([O:7][CH2:6][C:5]1[S:1][CH:2]=[N:3][CH:4]=1)=[O:9])[CH2:33][C:34]1[CH:39]=[CH:38][CH:37]=[CH:36][CH:35]=1)(=[O:54])[C:48]1[CH:53]=[CH:52][CH:51]=[CH:50][CH:49]=1. The yield is 0.480. (3) The reactants are Cl[C:2]1[C:11]2[C:6](=[C:7](OC)[C:8](OC)=[CH:9][CH:10]=2)[N:5]=[CH:4][N:3]=1.Cl.CO[C@@H]1COC[C@H]1[NH2:24].O. The catalyst is C(O)(C)C. The product is [N:5]1[C:6]2[C:11](=[CH:10][CH:9]=[CH:8][CH:7]=2)[C:2]([NH2:24])=[N:3][CH:4]=1. The yield is 0.810.